From a dataset of Reaction yield outcomes from USPTO patents with 853,638 reactions. Predict the reaction yield, written as a fraction of the theoretical maximum amount of product (1.0 means a 100% yield; for example, 0.34 means a 34% yield). (1) The product is [CH2:16]([N:6]1[C@H:5]([CH3:8])[CH2:4][N:3]([C:9]([O:11][CH2:12][CH3:13])=[O:10])[C@@H:2]([CH3:1])[CH2:7]1)[CH:15]=[CH2:14]. The catalyst is C(#N)C. The reactants are [CH3:1][C@H:2]1[CH2:7][NH:6][C@H:5]([CH3:8])[CH2:4][N:3]1[C:9]([O:11][CH2:12][CH3:13])=[O:10].[CH2:14](Br)[CH:15]=[CH2:16].C(=O)([O-])[O-].[Na+].[Na+]. The yield is 0.810. (2) The reactants are [C:1]([O:5][C:6](=[O:18])[NH:7][C:8]1([C:12](=[O:17])N(OC)C)[CH2:11][CH2:10][CH2:9]1)([CH3:4])([CH3:3])[CH3:2].[CH3:19][Mg]Br.CCOCC. The catalyst is C1COCC1. The product is [C:1]([O:5][C:6](=[O:18])[NH:7][C:8]1([C:12](=[O:17])[CH3:19])[CH2:9][CH2:10][CH2:11]1)([CH3:2])([CH3:3])[CH3:4]. The yield is 0.630. (3) The reactants are Cl[C:2]1[N:7]=[C:6]([N:8]2[C:12]3[CH:13]=[CH:14][CH:15]=[C:16]([O:17][CH3:18])[C:11]=3[N:10]=[C:9]2[CH:19]([F:21])[F:20])[N:5]=[C:4]([N:22]2[CH2:27][CH2:26][N:25]([C:28]([O:30][C:31]([CH3:34])([CH3:33])[CH3:32])=[O:29])[CH2:24][CH2:23]2)[N:3]=1.Cl.[CH:36]12[O:43][CH:40]([CH2:41][CH2:42]1)[CH2:39][NH:38][CH2:37]2.CCN(C(C)C)C(C)C. The catalyst is C1COCC1. The product is [F:20][CH:19]([F:21])[C:9]1[N:8]([C:6]2[N:7]=[C:2]([N:38]3[CH2:37][CH:36]4[O:43][CH:40]([CH2:41][CH2:42]4)[CH2:39]3)[N:3]=[C:4]([N:22]3[CH2:23][CH2:24][N:25]([C:28]([O:30][C:31]([CH3:32])([CH3:34])[CH3:33])=[O:29])[CH2:26][CH2:27]3)[N:5]=2)[C:12]2[CH:13]=[CH:14][CH:15]=[C:16]([O:17][CH3:18])[C:11]=2[N:10]=1. The yield is 0.850. (4) The reactants are [N:1]1[C:10]2[C:5](=[CH:6][N:7]=[CH:8][CH:9]=2)[CH:4]=[CH:3][C:2]=1[C:11]([OH:13])=O.O.ON1C2C=CC=CC=2N=N1.[F:25][C:26]1[CH:33]=[CH:32][CH:31]=[CH:30][C:27]=1[CH2:28][NH2:29].CCCCCC.C(OCC)(=O)C. The catalyst is CN(C=O)C.C(OCC)(=O)C. The product is [F:25][C:26]1[CH:33]=[CH:32][CH:31]=[CH:30][C:27]=1[CH2:28][NH:29][C:11]([C:2]1[CH:3]=[CH:4][C:5]2[C:10](=[CH:9][CH:8]=[N:7][CH:6]=2)[N:1]=1)=[O:13]. The yield is 0.980. (5) The reactants are [C:1](=O)([O-])[O-].[K+].[K+].IC.[CH3:9][C:10]1[CH:11]=[CH:12][C:13]2[NH:18][N:17]=[C:16]([C:19]([O:21][CH3:22])=[O:20])[S:15](=[O:24])(=[O:23])[C:14]=2[CH:25]=1.C(Cl)Cl. The catalyst is CN(C=O)C. The product is [CH3:1][N:18]1[C:13]2[CH:12]=[CH:11][C:10]([CH3:9])=[CH:25][C:14]=2[S:15](=[O:23])(=[O:24])[C:16]([C:19]([O:21][CH3:22])=[O:20])=[N:17]1. The yield is 0.850. (6) The reactants are Cl[C:2]1[N:7]=[C:6]([NH:8][C:9]2[CH:14]=[CH:13][CH:12]=[C:11]([C:15]#[N:16])[CH:10]=2)[C:5]([F:17])=[CH:4][N:3]=1.[NH2:18][C:19]1[CH:20]=[C:21]([OH:25])[CH:22]=[CH:23][CH:24]=1. No catalyst specified. The product is [C:15]([C:11]1[CH:10]=[C:9]([NH:8][C:6]2[C:5]([F:17])=[CH:4][N:3]=[C:2]([NH:18][C:19]3[CH:24]=[CH:23][CH:22]=[C:21]([OH:25])[CH:20]=3)[N:7]=2)[CH:14]=[CH:13][CH:12]=1)#[N:16]. The yield is 0.620. (7) The reactants are [CH2:1]([N:3]([C:12]1[CH:13]=[CH:14][C:15]([CH3:28])=[C:16]2[C:20]=1[NH:19][C:18]([C:21]1[S:22][C:23]([CH:26]=[O:27])=[CH:24][N:25]=1)=[CH:17]2)[S:4]([C:7]1[S:8][CH:9]=[CH:10][CH:11]=1)(=[O:6])=[O:5])[CH3:2].CO.[BH4-].[Na+].C(O)(=O)CC(CC(O)=O)(C(O)=O)O. The catalyst is O1CCCC1. The product is [CH2:1]([N:3]([C:12]1[CH:13]=[CH:14][C:15]([CH3:28])=[C:16]2[C:20]=1[NH:19][C:18]([C:21]1[S:22][C:23]([CH2:26][OH:27])=[CH:24][N:25]=1)=[CH:17]2)[S:4]([C:7]1[S:8][CH:9]=[CH:10][CH:11]=1)(=[O:5])=[O:6])[CH3:2]. The yield is 0.720. (8) The reactants are C[Si](C)(C)CCOC[N:7]1[C:15]2[N:14]=[CH:13][N:12]3[CH:16]=[N:17][C:18]([CH:19]4[CH2:24][CH2:23][N:22]([CH2:25][C:26]5[CH:33]=[CH:32][C:29]([C:30]#[N:31])=[CH:28][CH:27]=5)[CH2:21][CH2:20]4)=[C:11]3[C:10]=2[CH:9]=[CH:8]1.C[Si](C)(C)CCOCN1C2N=CN3C=NC(C4CCCN(C(OCC5C=CC=CC=5)=O)C4)=C3C=2C=C1. No catalyst specified. The product is [C:18]1([CH:19]2[CH2:24][CH2:23][N:22]([CH2:25][C:26]3[CH:27]=[CH:28][C:29]([C:30]#[N:31])=[CH:32][CH:33]=3)[CH2:21][CH2:20]2)[N:17]=[CH:16][N:12]2[C:11]=1[C:10]1[CH:9]=[CH:8][NH:7][C:15]=1[N:14]=[CH:13]2. The yield is 0.0400. (9) The reactants are C[O:2][C:3]([C:5]1(/[CH:11]=[CH:12]/[C:13]2[CH:22]=[C:21]3[C:16]([CH:17]=[CH:18][C:19]([C@H:23]([NH:25][C:26]([O:28][C:29]([CH3:32])([CH3:31])[CH3:30])=[O:27])[CH3:24])=[N:20]3)=[CH:15][CH:14]=2)[CH2:10][O:9][CH2:8][CH2:7][O:6]1)=[O:4].O.[OH-].[Li+]. The catalyst is O1CCCC1.O. The product is [C:29]([O:28][C:26]([NH:25][C@@H:23]([C:19]1[CH:18]=[CH:17][C:16]2[C:21](=[CH:22][C:13](/[CH:12]=[CH:11]/[C:5]3([C:3]([OH:4])=[O:2])[CH2:10][O:9][CH2:8][CH2:7][O:6]3)=[CH:14][CH:15]=2)[N:20]=1)[CH3:24])=[O:27])([CH3:30])([CH3:31])[CH3:32]. The yield is 1.00. (10) The reactants are P(Cl)(Cl)(Cl)(Cl)Cl.[Cl:7][S:8]([OH:11])(=O)=[O:9].[CH2:12]([C:14]1[C:15](=[O:26])[NH:16][C:17]([CH3:25])=[C:18]([C:20]2[S:21][CH:22]=[CH:23][CH:24]=2)[CH:19]=1)[CH3:13]. The catalyst is C(Cl)(Cl)Cl. The product is [CH2:12]([C:14]1[C:15](=[O:26])[NH:16][C:17]([CH3:25])=[C:18]([C:20]2[S:21][C:22]([S:8]([Cl:7])(=[O:11])=[O:9])=[CH:23][CH:24]=2)[CH:19]=1)[CH3:13]. The yield is 0.970.